From a dataset of Reaction yield outcomes from USPTO patents with 853,638 reactions. Predict the reaction yield, written as a fraction of the theoretical maximum amount of product (1.0 means a 100% yield; for example, 0.34 means a 34% yield). (1) The reactants are [C:1]([O:5][C:6](=[O:22])[CH:7](P(OC)(OC)=O)[NH:8][C:9]([O:11][C:12]([CH3:15])([CH3:14])[CH3:13])=[O:10])([CH3:4])([CH3:3])[CH3:2].[C:23]([C:27]1[O:31][CH:30]=[N:29][C:28]=1[CH:32]=O)([CH3:26])([CH3:25])[CH3:24].C([O-])([O-])=O.[Cs+].[Cs+]. The catalyst is CN(C=O)C. The product is [C:1]([O:5][C:6]([C:7]([NH:8][C:9](=[O:10])[O:11][C:12]([CH3:13])([CH3:14])[CH3:15])=[CH:32][C:28]1[N:29]=[CH:30][O:31][C:27]=1[C:23]([CH3:26])([CH3:25])[CH3:24])=[O:22])([CH3:2])([CH3:3])[CH3:4]. The yield is 0.470. (2) The reactants are Br[C:2]1[CH:15]=[C:14]2[C:5]([CH2:6][C:7]3([C:13]42[N:19]=[C:18]([NH2:20])[C:17]([CH3:21])=[N:16]4)[CH2:12][CH2:11][O:10][CH2:9][CH2:8]3)=[CH:4][CH:3]=1.[Cl:22][C:23]1[CH:24]=[C:25](B(O)O)[CH:26]=[CH:27][C:28]=1[F:29]. No catalyst specified. The product is [Cl:22][C:23]1[CH:24]=[C:25]([C:2]2[CH:15]=[C:14]3[C:5]([CH2:6][C:7]4([C:13]53[N:19]=[C:18]([NH2:20])[C:17]([CH3:21])=[N:16]5)[CH2:8][CH2:9][O:10][CH2:11][CH2:12]4)=[CH:4][CH:3]=2)[CH:26]=[CH:27][C:28]=1[F:29]. The yield is 0.420. (3) The reactants are [CH3:1][N:2]([S:15]([C:18]1[S:19][CH:20]=[CH:21][CH:22]=1)(=[O:17])=[O:16])[C:3]1[CH:4]=[CH:5][CH:6]=[C:7]2[C:11]=1[NH:10][C:9]([C:12](=[S:14])[NH2:13])=[CH:8]2.[Cl:23][CH2:24][C:25](=O)[CH2:26]Cl.CN(C)C(=O)C. The yield is 0.850. The product is [Cl:23][CH2:24][C:25]1[N:13]=[C:12]([C:9]2[NH:10][C:11]3[C:7]([CH:8]=2)=[CH:6][CH:5]=[CH:4][C:3]=3[N:2]([CH3:1])[S:15]([C:18]2[S:19][CH:20]=[CH:21][CH:22]=2)(=[O:17])=[O:16])[S:14][CH:26]=1. The catalyst is O. (4) The reactants are Cl[C:2]1[N:7]=[C:6]([N:8]2[CH2:14][CH:13]([OH:15])[C:10]3([CH2:12][CH2:11]3)[CH2:9]2)[C:5]([F:16])=[C:4]([NH:17][NH2:18])[N:3]=1.[CH:19]1([CH2:24][C@H:25]([CH2:29][N:30]([CH:38]=[O:39])[O:31][CH:32]2[CH2:37][CH2:36][CH2:35][CH2:34][O:33]2)[C:26](O)=[O:27])[CH2:23][CH2:22][CH2:21][CH2:20]1.[CH:40]1C=NC2N(O)N=NC=2C=1.CN1CCOCC1.C(Cl)CCl. The catalyst is CN(C=O)C. The product is [CH:19]1([CH2:24][C@@H:25]([C:26]([NH:18][NH:17][C:4]2[C:5]([F:16])=[C:6]([N:8]3[CH2:14][C@@H:13]([OH:15])[C:10]4([CH2:12][CH2:11]4)[CH2:9]3)[N:7]=[C:2]([CH3:40])[N:3]=2)=[O:27])[CH2:29][N:30]([O:31][CH:32]2[CH2:37][CH2:36][CH2:35][CH2:34][O:33]2)[CH:38]=[O:39])[CH2:23][CH2:22][CH2:21][CH2:20]1. The yield is 0.790. (5) The reactants are [F:1][C:2]1[CH:3]=[C:4]([C:8]2[S:9][C:10]([NH:14][C:15](=[O:21])[CH:16]([CH3:20])[CH2:17][S:18][CH3:19])=[C:11]([CH3:13])[N:12]=2)[CH:5]=[N:6][CH:7]=1.[N:22]#[C:23][NH2:24].IC1C=CC=C(CC([O-])=[O:34])C=1CC([O-])=O. The catalyst is ClCCl. The product is [C:23]([N:24]=[S:18]([CH2:17][CH:16]([CH3:20])[C:15]([NH:14][C:10]1[S:9][C:8]([C:4]2[CH:5]=[N:6][CH:7]=[C:2]([F:1])[CH:3]=2)=[N:12][C:11]=1[CH3:13])=[O:21])([CH3:19])=[O:34])#[N:22]. The yield is 0.600. (6) The product is [Br:1][C:2]1[CH:3]=[C:4]2[C:8](=[CH:9][C:10]=1[N+:11]([O-:13])=[O:12])[NH:7][CH2:6][CH2:5]2. The catalyst is OS(O)(=O)=O. The yield is 0.760. The reactants are [Br:1][C:2]1[CH:3]=[C:4]2[C:8](=[CH:9][CH:10]=1)[NH:7][CH2:6][CH2:5]2.[N+:11]([O-])([O-:13])=[O:12].[K+].C([O-])([O-])=O.[Na+].[Na+]. (7) The catalyst is C(#N)C. The product is [O:18]1[CH:19]=[CH:20][CH:21]=[C:17]1[C:4]1[CH:3]=[C:2]([N:32]2[CH2:33][CH2:34][N:29]([C:27]([C:24]3[CH:25]=[CH:26][O:22][CH:23]=3)=[O:28])[CH2:30][CH2:31]2)[N:7]2[N:8]=[C:9]([C:11]3[CH:16]=[CH:15][CH:14]=[CH:13][CH:12]=3)[CH:10]=[C:6]2[N:5]=1. The yield is 0.990. The reactants are Cl[C:2]1[N:7]2[N:8]=[C:9]([C:11]3[CH:16]=[CH:15][CH:14]=[CH:13][CH:12]=3)[CH:10]=[C:6]2[N:5]=[C:4]([C:17]2[O:18][CH:19]=[CH:20][CH:21]=2)[CH:3]=1.[O:22]1[CH:26]=[CH:25][C:24]([C:27]([N:29]2[CH2:34][CH2:33][NH:32][CH2:31][CH2:30]2)=[O:28])=[CH:23]1.C(N(C(C)C)C(C)C)C.